Dataset: Reaction yield outcomes from USPTO patents with 853,638 reactions. Task: Predict the reaction yield, written as a fraction of the theoretical maximum amount of product (1.0 means a 100% yield; for example, 0.34 means a 34% yield). (1) The reactants are [Cl:1][C:2]1[CH:7]=[CH:6][CH:5]=[C:4]([Cl:8])[C:3]=1[C:9]1[CH:14]=[CH:13][CH:12]=[C:11]([O:15]C)[C:10]=1[O:17]C.B(Br)(Br)Br. The catalyst is C(Cl)Cl. The product is [Cl:1][C:2]1[CH:7]=[CH:6][CH:5]=[C:4]([Cl:8])[C:3]=1[C:9]1[CH:14]=[CH:13][CH:12]=[C:11]([OH:15])[C:10]=1[OH:17]. The yield is 0.950. (2) The reactants are [NH3:1].[CH3:2][O:3][C:4]1[CH:16]=[CH:15][C:7]2[NH:8][C:9]([C:11](Cl)(Cl)Cl)=[N:10][C:6]=2[C:5]=1[C:17]([O:19][CH3:20])=[O:18]. No catalyst specified. The product is [C:11]([C:9]1[NH:8][C:7]2[CH:15]=[CH:16][C:4]([O:3][CH3:2])=[C:5]([C:17]([O:19][CH3:20])=[O:18])[C:6]=2[N:10]=1)#[N:1]. The yield is 0.580.